This data is from Catalyst prediction with 721,799 reactions and 888 catalyst types from USPTO. The task is: Predict which catalyst facilitates the given reaction. (1) Reactant: [NH2:1][C:2]1[C:3]([F:15])=[C:4]([CH:9]=[C:10]([N+:12]([O-:14])=[O:13])[CH:11]=1)[C:5]([O:7][CH3:8])=[O:6].CCN(CC)CC.[Cl:23][CH2:24][CH2:25][CH2:26][C:27](Cl)=[O:28]. Product: [Cl:23][CH2:24][CH2:25][CH2:26][C:27]([NH:1][C:2]1[C:3]([F:15])=[C:4]([CH:9]=[C:10]([N+:12]([O-:14])=[O:13])[CH:11]=1)[C:5]([O:7][CH3:8])=[O:6])=[O:28]. The catalyst class is: 2. (2) Reactant: CON(C)[C:4]([C:6]1[N:7]=[CH:8][C:9]([N:12]2[CH2:17][CH2:16][N:15]([C:18]3[N:19]=[N:20][C:21]([CH2:26][C:27]4[CH:32]=[CH:31][CH:30]=[CH:29][CH:28]=4)=[C:22]([CH3:25])[C:23]=3[CH3:24])[CH2:14][C@H:13]2[CH3:33])=[N:10][CH:11]=1)=[O:5].[CH3:35][Mg]I. Product: [CH2:26]([C:21]1[N:20]=[N:19][C:18]([N:15]2[CH2:16][CH2:17][N:12]([C:9]3[CH:8]=[N:7][C:6]([C:4](=[O:5])[CH3:35])=[CH:11][N:10]=3)[C@H:13]([CH3:33])[CH2:14]2)=[C:23]([CH3:24])[C:22]=1[CH3:25])[C:27]1[CH:28]=[CH:29][CH:30]=[CH:31][CH:32]=1. The catalyst class is: 1. (3) Reactant: COC[O:4][C:5]1[C:6]([C:13]2[CH:14]=[N:15][CH:16]=[CH:17][CH:18]=2)=[N:7][CH:8]=[CH:9][C:10]=1[CH:11]=[O:12].Cl.C([O-])([O-])=O.[K+].[K+]. Product: [OH:4][C:5]1[C:6]([C:13]2[CH:14]=[N:15][CH:16]=[CH:17][CH:18]=2)=[N:7][CH:8]=[CH:9][C:10]=1[CH:11]=[O:12]. The catalyst class is: 1. (4) Reactant: [CH3:1][C:2]1([CH3:9])[CH2:7][CH2:6][CH2:5][C:4](=O)[CH2:3]1.[ClH:10].[NH2:11]O. Product: [ClH:10].[CH3:1][C:2]1([CH3:9])[CH2:7][CH2:6][CH2:5][CH:4]([NH2:11])[CH2:3]1. The catalyst class is: 227. (5) Reactant: [CH3:1][C:2]1[N:6]=[C:5]([CH3:7])[S:4][C:3]=1/[CH:8]=[CH:9]/[C:10](N(C)C)=O.[CH3:15][O:16][C:17]1[CH:22]=[CH:21][C:20]([NH:23][C:24]([NH2:26])=[NH:25])=[C:19]([CH3:27])[CH:18]=1. Product: [CH3:7][C:5]1[S:4][C:3]([C:8]2[CH:9]=[CH:10][N:26]=[C:24]([NH:23][C:20]3[CH:21]=[CH:22][C:17]([O:16][CH3:15])=[CH:18][C:19]=3[CH3:27])[N:25]=2)=[C:2]([CH3:1])[N:6]=1. The catalyst class is: 23. (6) Reactant: C[N:2]1[CH2:15][CH2:14][C:12]2=[C:13]3[C:8](=[CH:9][CH:10]=[CH:11]2)[C:7]2[CH2:16][CH2:17][CH2:18][C:6]=2[N:5]3[CH2:4][CH2:3]1.ClC(OC(Cl)C)=O. Product: [CH2:4]1[N:5]2[C:13]3[C:8]([C:7]4[CH2:16][CH2:17][CH2:18][C:6]=42)=[CH:9][CH:10]=[CH:11][C:12]=3[CH2:14][CH2:15][NH:2][CH2:3]1. The catalyst class is: 68. (7) Reactant: C[O:2][C:3]1[CH:8]=[CH:7][C:6]([C:9]2[CH:17]=[CH:16][CH:15]=[C:14]3[C:10]=2[C:11]([CH3:25])=[C:12]([C:19]2[CH:24]=[CH:23][CH:22]=[CH:21][CH:20]=2)[N:13]3[CH3:18])=[CH:5][CH:4]=1.B(Br)(Br)Br. Product: [CH3:18][N:13]1[C:14]2[C:10](=[C:9]([C:6]3[CH:7]=[CH:8][C:3]([OH:2])=[CH:4][CH:5]=3)[CH:17]=[CH:16][CH:15]=2)[C:11]([CH3:25])=[C:12]1[C:19]1[CH:24]=[CH:23][CH:22]=[CH:21][CH:20]=1. The catalyst class is: 2. (8) Reactant: [H-].[H-].[H-].[H-].[Li+].[Al+3].[CH2:7]([O:14][C:15]1[CH:16]=[C:17]([CH:21]=[CH:22][C:23]=1[CH3:24])[C:18]([O-])=[O:19])[C:8]1[CH:13]=[CH:12][CH:11]=[CH:10][CH:9]=1.[O-]S([O-])(=O)=O.[Na+].[Na+]. Product: [CH2:7]([O:14][C:15]1[CH:16]=[C:17]([CH2:18][OH:19])[CH:21]=[CH:22][C:23]=1[CH3:24])[C:8]1[CH:13]=[CH:12][CH:11]=[CH:10][CH:9]=1. The catalyst class is: 1. (9) Reactant: [F:1][C:2]1[CH:10]=[CH:9][CH:8]=[CH:7][C:3]=1[C:4]([OH:6])=O.S(Cl)(Cl)=O.[NH2:15][CH2:16][C:17]1[C:18]([F:37])=[CH:19][C:20]([Cl:36])=[C:21]([C:23]2[NH:24][C:25](=[O:35])[N:26]([C:28]3[CH:33]=[CH:32][C:31]([Cl:34])=[CH:30][CH:29]=3)[N:27]=2)[CH:22]=1.CCN(C(C)C)C(C)C. Product: [Cl:36][C:20]1[C:21]([C:23]2[NH:24][C:25](=[O:35])[N:26]([C:28]3[CH:33]=[CH:32][C:31]([Cl:34])=[CH:30][CH:29]=3)[N:27]=2)=[CH:22][C:17]([CH2:16][NH:15][C:4](=[O:6])[C:3]2[CH:7]=[CH:8][CH:9]=[CH:10][C:2]=2[F:1])=[C:18]([F:37])[CH:19]=1. The catalyst class is: 118. (10) Reactant: [CH3:1][C:2]1[CH:7]=[CH:6][C:5]([CH2:8][N:9]([CH:22]2[CH2:27][CH2:26][N:25]([CH2:28][C:29]3[CH:34]=[CH:33][CH:32]=[CH:31][CH:30]=3)[CH2:24][CH2:23]2)[C:10](=O)[CH2:11][CH2:12][C:13]2[CH:18]=[CH:17][C:16]([O:19][CH3:20])=[CH:15][CH:14]=2)=[CH:4][CH:3]=1.COC1C=CC(P2(SP(C3C=CC(OC)=CC=3)(=S)S2)=[S:44])=CC=1. Product: [CH3:1][C:2]1[CH:7]=[CH:6][C:5]([CH2:8][N:9]([CH:22]2[CH2:27][CH2:26][N:25]([CH2:28][C:29]3[CH:34]=[CH:33][CH:32]=[CH:31][CH:30]=3)[CH2:24][CH2:23]2)[C:10](=[S:44])[CH2:11][CH2:12][C:13]2[CH:18]=[CH:17][C:16]([O:19][CH3:20])=[CH:15][CH:14]=2)=[CH:4][CH:3]=1. The catalyst class is: 5.